From a dataset of NCI-60 drug combinations with 297,098 pairs across 59 cell lines. Regression. Given two drug SMILES strings and cell line genomic features, predict the synergy score measuring deviation from expected non-interaction effect. (1) Drug 1: C1CCC(CC1)NC(=O)N(CCCl)N=O. Drug 2: CS(=O)(=O)OCCCCOS(=O)(=O)C. Cell line: A498. Synergy scores: CSS=15.6, Synergy_ZIP=-0.325, Synergy_Bliss=5.07, Synergy_Loewe=1.72, Synergy_HSA=3.84. (2) Drug 1: CC12CCC(CC1=CCC3C2CCC4(C3CC=C4C5=CN=CC=C5)C)O. Drug 2: CC1C(C(=O)NC(C(=O)N2CCCC2C(=O)N(CC(=O)N(C(C(=O)O1)C(C)C)C)C)C(C)C)NC(=O)C3=C4C(=C(C=C3)C)OC5=C(C(=O)C(=C(C5=N4)C(=O)NC6C(OC(=O)C(N(C(=O)CN(C(=O)C7CCCN7C(=O)C(NC6=O)C(C)C)C)C)C(C)C)C)N)C. Cell line: NCI-H322M. Synergy scores: CSS=29.8, Synergy_ZIP=8.17, Synergy_Bliss=17.4, Synergy_Loewe=15.4, Synergy_HSA=15.8. (3) Drug 1: CC(C)CN1C=NC2=C1C3=CC=CC=C3N=C2N. Synergy scores: CSS=3.47, Synergy_ZIP=-4.44, Synergy_Bliss=-5.17, Synergy_Loewe=-6.69, Synergy_HSA=-4.34. Drug 2: C(CCl)NC(=O)N(CCCl)N=O. Cell line: NCIH23. (4) Drug 1: CN1C(=O)N2C=NC(=C2N=N1)C(=O)N. Drug 2: CC1CCC2CC(C(=CC=CC=CC(CC(C(=O)C(C(C(=CC(C(=O)CC(OC(=O)C3CCCCN3C(=O)C(=O)C1(O2)O)C(C)CC4CCC(C(C4)OC)OCCO)C)C)O)OC)C)C)C)OC. Cell line: EKVX. Synergy scores: CSS=-0.882, Synergy_ZIP=5.78, Synergy_Bliss=8.72, Synergy_Loewe=0.896, Synergy_HSA=-0.208.